Task: Predict the product of the given reaction.. Dataset: Forward reaction prediction with 1.9M reactions from USPTO patents (1976-2016) (1) Given the reactants FC(F)(F)C([NH:5][C:6]1[CH:11]=[CH:10][C:9]([CH:12]=[CH2:13])=[CH:8][CH:7]=1)=O.[N+](=[CH:18][C:19]([O:21][CH2:22][CH3:23])=[O:20])=[N-].C(=O)([O-])[O-].[K+].[K+].O, predict the reaction product. The product is: [CH2:22]([O:21][C:19]([C@@H:18]1[CH2:13][C@H:12]1[C:9]1[CH:8]=[CH:7][C:6]([NH2:5])=[CH:11][CH:10]=1)=[O:20])[CH3:23]. (2) The product is: [CH3:11][C:10]([C:9]1[S:13][CH:14]=[CH:15][CH:8]=1)([CH3:23])[C:27]([OH:28])=[O:26]. Given the reactants C(NC(C)C)(C)C.[CH2:8]([Li])[CH2:9][CH2:10][CH3:11].[S:13]1C=C[CH:15]=[C:14]1CC(O)=O.I[CH3:23].CC[O:26][C:27](C)=[O:28], predict the reaction product. (3) Given the reactants [C:1]1([CH:7]([CH2:11][O:12][Si:13]([CH:20]([CH3:22])[CH3:21])([CH:17]([CH3:19])[CH3:18])[CH:14]([CH3:16])[CH3:15])[C:8](O)=[O:9])[CH:6]=[CH:5][CH:4]=[CH:3][CH:2]=1.C(Cl)CCl.[NH2:27][C:28]1[CH:29]=[C:30]2[C:35](=[CH:36][CH:37]=1)[CH:34]=[N:33][CH:32]=[CH:31]2, predict the reaction product. The product is: [CH:34]1[C:35]2[C:30](=[CH:29][C:28]([NH:27][C:8](=[O:9])[CH:7]([C:1]3[CH:2]=[CH:3][CH:4]=[CH:5][CH:6]=3)[CH2:11][O:12][Si:13]([CH:17]([CH3:19])[CH3:18])([CH:20]([CH3:22])[CH3:21])[CH:14]([CH3:15])[CH3:16])=[CH:37][CH:36]=2)[CH:31]=[CH:32][N:33]=1.